This data is from Peptide-MHC class II binding affinity with 134,281 pairs from IEDB. The task is: Regression. Given a peptide amino acid sequence and an MHC pseudo amino acid sequence, predict their binding affinity value. This is MHC class II binding data. (1) The peptide sequence is DHMSIYKFMGRSHFL. The MHC is HLA-DQA10101-DQB10501 with pseudo-sequence HLA-DQA10101-DQB10501. The binding affinity (normalized) is 0. (2) The peptide sequence is IVPPADKYRTFVATF. The MHC is HLA-DPA10103-DPB10201 with pseudo-sequence HLA-DPA10103-DPB10201. The binding affinity (normalized) is 0.395.